Dataset: Catalyst prediction with 721,799 reactions and 888 catalyst types from USPTO. Task: Predict which catalyst facilitates the given reaction. (1) Reactant: [F:1][C:2]1[CH:3]=[CH:4][C:5]2[N:6]([CH:8]=[C:9]([C:11]([NH:13][C@H:14]3[CH2:19][CH2:18][C@@H:17]([N:20]4[C:25](=[O:26])[C:24]5[CH:27]=[C:28]([F:31])[CH:29]=[N:30][C:23]=5[N:22]([C:32]5[CH:33]=[C:34]([C:38]6[CH:43]=[CH:42][C:41]([CH:44]=O)=[CH:40][CH:39]=6)[CH:35]=[CH:36][CH:37]=5)[C:21]4=[O:46])[CH2:16][CH2:15]3)=[O:12])[N:10]=2)[CH:7]=1.[OH:47][C@@H:48]1[CH2:52][CH2:51][NH:50][CH2:49]1.C(O[BH-](OC(=O)C)OC(=O)C)(=O)C.[Na+]. Product: [F:1][C:2]1[CH:3]=[CH:4][C:5]2[N:6]([CH:8]=[C:9]([C:11]([NH:13][C@H:14]3[CH2:15][CH2:16][C@@H:17]([N:20]4[C:25](=[O:26])[C:24]5[CH:27]=[C:28]([F:31])[CH:29]=[N:30][C:23]=5[N:22]([C:32]5[CH:33]=[C:34]([C:38]6[CH:39]=[CH:40][C:41]([CH2:44][N:50]7[CH2:51][CH2:52][C@@H:48]([OH:47])[CH2:49]7)=[CH:42][CH:43]=6)[CH:35]=[CH:36][CH:37]=5)[C:21]4=[O:46])[CH2:18][CH2:19]3)=[O:12])[N:10]=2)[CH:7]=1. The catalyst class is: 417. (2) Reactant: [N:1]1([S:7]([NH:10][C:11](=[O:26])[C:12]2[CH:17]=[CH:16][CH:15]=[N:14][C:13]=2[N:18]2[CH2:22][C@@H:21]([CH3:23])[CH2:20][C:19]2([CH3:25])[CH3:24])(=[O:9])=[O:8])[CH2:6][CH2:5][NH:4][CH2:3][CH2:2]1.[Cl:27][C:28]1[CH:33]=[CH:32][C:31]([CH2:34][CH2:35][CH:36]=O)=[CH:30][CH:29]=1.C(O[BH-](OC(=O)C)OC(=O)C)(=O)C.[Na+]. Product: [Cl:27][C:28]1[CH:33]=[CH:32][C:31]([CH2:34][CH2:35][CH2:36][N:4]2[CH2:5][CH2:6][N:1]([S:7]([NH:10][C:11]([C:12]3[C:13]([N:18]4[CH2:22][C@@H:21]([CH3:23])[CH2:20][C:19]4([CH3:25])[CH3:24])=[N:14][CH:15]=[CH:16][CH:17]=3)=[O:26])(=[O:8])=[O:9])[CH2:2][CH2:3]2)=[CH:30][CH:29]=1. The catalyst class is: 525. (3) Reactant: [CH3:1][N:2]([CH2:10][C:11]1[CH:16]=[CH:15][C:14]([NH:17][S:18]([CH3:21])(=[O:20])=[O:19])=[CH:13][CH:12]=1)[CH2:3][C:4]([O:6][CH2:7][CH:8]=[CH2:9])=[O:5].[C:22](O[C:22]([O:24][C:25]([CH3:28])([CH3:27])[CH3:26])=[O:23])([O:24][C:25]([CH3:28])([CH3:27])[CH3:26])=[O:23]. Product: [C:25]([O:24][C:22]([N:17]([C:14]1[CH:13]=[CH:12][C:11]([CH2:10][N:2]([CH3:1])[CH2:3][C:4]([O:6][CH2:7][CH:8]=[CH2:9])=[O:5])=[CH:16][CH:15]=1)[S:18]([CH3:21])(=[O:19])=[O:20])=[O:23])([CH3:28])([CH3:27])[CH3:26]. The catalyst class is: 79. (4) Reactant: [C:1]1([CH3:11])[CH:6]=[CH:5][C:4]([S:7](Cl)(=[O:9])=[O:8])=[CH:3][CH:2]=1.[CH3:12][C:13]1([CH3:20])[O:17][C@@H:16]([CH2:18][OH:19])[CH2:15][O:14]1. Product: [CH2-:12][C:13]([CH3:20])=[O:14].[S:7]([O:14][CH2:15][C@H:16]([OH:17])[CH2:18][OH:19])([C:4]1[CH:5]=[CH:6][C:1]([CH3:11])=[CH:2][CH:3]=1)(=[O:9])=[O:8]. The catalyst class is: 17. (5) Reactant: [Cl:1][C:2]1[CH:7]=[C:6]([CH2:8][CH3:9])[N:5]=[C:4]([NH2:10])[CH:3]=1.[O:11](C(OC(C)(C)C)=O)[C:12]([O:14][C:15]([CH3:18])([CH3:17])[CH3:16])=O. Product: [Cl:1][C:2]1[CH:7]=[C:6]([CH2:8][CH3:9])[N:5]=[C:4]([N:10]([C:12]([O:14][C:15]([CH3:18])([CH3:17])[CH3:16])=[O:11])[C:12]([O:14][C:15]([CH3:18])([CH3:17])[CH3:16])=[O:11])[CH:3]=1. The catalyst class is: 79. (6) Reactant: [O:1]=[C:2]1[NH:6][CH2:5][CH:4]([C:7]([O:9][CH3:10])=[O:8])[CH2:3]1.C(=O)([O-])[O-].[Cs+].[Cs+].Cl[CH2:18][C:19]1[CH:24]=[CH:23][C:22]([O:25][CH3:26])=[CH:21][CH:20]=1. Product: [CH3:26][O:25][C:22]1[CH:23]=[CH:24][C:19]([CH2:18][N:6]2[C:2](=[O:1])[CH2:3][CH:4]([C:7]([O:9][CH3:10])=[O:8])[CH2:5]2)=[CH:20][CH:21]=1. The catalyst class is: 35. (7) Reactant: C[O:2][C:3]1[CH:12]=[C:11]2[C:6]([CH:7]=[C:8]([C:37]3[CH:42]=[CH:41][N:40]=[C:39]([NH:43][CH3:44])[N:38]=3)[CH:9]=[C:10]2[NH:13][CH:14]2[CH2:19][CH2:18][N:17]([C:20]([O:22][CH2:23][CH:24]3[C:36]4[CH:35]=[CH:34][CH:33]=[CH:32][C:31]=4[C:30]4[C:25]3=[CH:26][CH:27]=[CH:28][CH:29]=4)=[O:21])[CH2:16][CH2:15]2)=[CH:5][CH:4]=1. Product: [OH:2][C:3]1[CH:12]=[C:11]2[C:6]([CH:7]=[C:8]([C:37]3[CH:42]=[CH:41][N:40]=[C:39]([NH:43][CH3:44])[N:38]=3)[CH:9]=[C:10]2[NH:13][CH:14]2[CH2:19][CH2:18][N:17]([C:20]([O:22][CH2:23][CH:24]3[C:36]4[CH:35]=[CH:34][CH:33]=[CH:32][C:31]=4[C:30]4[C:25]3=[CH:26][CH:27]=[CH:28][CH:29]=4)=[O:21])[CH2:16][CH2:15]2)=[CH:5][CH:4]=1. The catalyst class is: 22.